This data is from Peptide-MHC class I binding affinity with 185,985 pairs from IEDB/IMGT. The task is: Regression. Given a peptide amino acid sequence and an MHC pseudo amino acid sequence, predict their binding affinity value. This is MHC class I binding data. (1) The peptide sequence is KYPYDFFVT. The MHC is Mamu-A01 with pseudo-sequence Mamu-A01. The binding affinity (normalized) is 0. (2) The peptide sequence is TLTAALFLL. The MHC is HLA-A02:01 with pseudo-sequence HLA-A02:01. The binding affinity (normalized) is 0.714. (3) The peptide sequence is QLEQPYVFIK. The MHC is HLA-A68:01 with pseudo-sequence HLA-A68:01. The binding affinity (normalized) is 0.0984. (4) The peptide sequence is TCDWTNAGDY. The MHC is HLA-A23:01 with pseudo-sequence HLA-A23:01. The binding affinity (normalized) is 0. (5) The peptide sequence is SFYCDPKRYF. The MHC is HLA-A29:02 with pseudo-sequence HLA-A29:02. The binding affinity (normalized) is 0.687. (6) The peptide sequence is NFSLGAAV. The MHC is H-2-Kb with pseudo-sequence H-2-Kb. The binding affinity (normalized) is 0.0311. (7) The peptide sequence is FFMMVLLIPE. The MHC is HLA-A33:01 with pseudo-sequence HLA-A33:01. The binding affinity (normalized) is 0.423. (8) The binding affinity (normalized) is 0.733. The MHC is HLA-B15:01 with pseudo-sequence HLA-B15:01. The peptide sequence is HTAAPWGSY.